This data is from Merck oncology drug combination screen with 23,052 pairs across 39 cell lines. The task is: Regression. Given two drug SMILES strings and cell line genomic features, predict the synergy score measuring deviation from expected non-interaction effect. (1) Drug 2: NC1(c2ccc(-c3nc4ccn5c(=O)[nH]nc5c4cc3-c3ccccc3)cc2)CCC1. Cell line: HT29. Synergy scores: synergy=24.3. Drug 1: COc1cccc2c1C(=O)c1c(O)c3c(c(O)c1C2=O)CC(O)(C(=O)CO)CC3OC1CC(N)C(O)C(C)O1. (2) Drug 1: Nc1ccn(C2OC(CO)C(O)C2(F)F)c(=O)n1. Drug 2: NC(=O)c1cccc2cn(-c3ccc(C4CCCNC4)cc3)nc12. Cell line: ZR751. Synergy scores: synergy=6.18. (3) Drug 1: COc1cc(C2c3cc4c(cc3C(OC3OC5COC(C)OC5C(O)C3O)C3COC(=O)C23)OCO4)cc(OC)c1O. Drug 2: NC1(c2ccc(-c3nc4ccn5c(=O)[nH]nc5c4cc3-c3ccccc3)cc2)CCC1. Cell line: OV90. Synergy scores: synergy=35.1.